Dataset: Peptide-MHC class I binding affinity with 185,985 pairs from IEDB/IMGT. Task: Regression. Given a peptide amino acid sequence and an MHC pseudo amino acid sequence, predict their binding affinity value. This is MHC class I binding data. (1) The peptide sequence is MPSEDGAEAL. The MHC is HLA-B07:02 with pseudo-sequence HLA-B07:02. The binding affinity (normalized) is 0.333. (2) The peptide sequence is FMALVAFLR. The MHC is HLA-A31:01 with pseudo-sequence HLA-A31:01. The binding affinity (normalized) is 0.738. (3) The peptide sequence is WAGIWGGKL. The MHC is HLA-A31:01 with pseudo-sequence HLA-A31:01. The binding affinity (normalized) is 0.0847. (4) The peptide sequence is IPAPGLGAL. The MHC is HLA-B15:01 with pseudo-sequence HLA-B15:01. The binding affinity (normalized) is 0.0847. (5) The peptide sequence is GRLLGEVED. The MHC is Mamu-B03 with pseudo-sequence Mamu-B03. The binding affinity (normalized) is 0.